From a dataset of Full USPTO retrosynthesis dataset with 1.9M reactions from patents (1976-2016). Predict the reactants needed to synthesize the given product. (1) Given the product [F:8][C:6]1[CH:5]=[C:4]([CH2:9][C:10]([NH:12][C@H:13]([C:15]([NH:18][C@@H:19]([C:24]2[CH:33]=[CH:32][C:31]3[C:26](=[CH:27][CH:28]=[C:29]([O:34][CH3:35])[CH:30]=3)[CH:25]=2)[C:20]([O:22][CH3:23])=[O:21])=[O:17])[CH3:14])=[O:11])[CH:3]=[C:2]([F:1])[CH:7]=1, predict the reactants needed to synthesize it. The reactants are: [F:1][C:2]1[CH:3]=[C:4]([CH2:9][C:10]([NH:12][C@H:13]([C:15]([OH:17])=O)[CH3:14])=[O:11])[CH:5]=[C:6]([F:8])[CH:7]=1.[NH2:18][C@@H:19]([C:24]1[CH:33]=[CH:32][C:31]2[C:26](=[CH:27][CH:28]=[C:29]([O:34][CH3:35])[CH:30]=2)[CH:25]=1)[C:20]([O:22][CH3:23])=[O:21]. (2) Given the product [Br:17][C:18]1[N:19]=[CH:20][C:21]([NH:24][CH2:15][C:10]2[CH:11]=[CH:12][CH:13]=[CH:14][C:9]=2[C:6]2[CH:7]=[CH:8][C:3]([CH3:2])=[CH:4][CH:5]=2)=[N:22][CH:23]=1, predict the reactants needed to synthesize it. The reactants are: [Na].[CH3:2][C:3]1[CH:8]=[CH:7][C:6]([C:9]2[C:10]([CH:15]=O)=[CH:11][CH:12]=[CH:13][CH:14]=2)=[CH:5][CH:4]=1.[Br:17][C:18]1[N:19]=[CH:20][C:21]([NH2:24])=[N:22][CH:23]=1.